From a dataset of Reaction yield outcomes from USPTO patents with 853,638 reactions. Predict the reaction yield, written as a fraction of the theoretical maximum amount of product (1.0 means a 100% yield; for example, 0.34 means a 34% yield). (1) The product is [CH3:28][C:27]([N+:24]([O-:26])=[O:25])([CH3:29])[CH2:4][C:5]1[C:9]2[C:8](=[C:13]([O:14][CH2:15][C:16]3[CH:17]=[CH:18][CH:19]=[CH:20][CH:21]=3)[CH:12]=[CH:11][CH:10]=2)[NH:7][CH:6]=1. The yield is 0.920. The reactants are CN([CH2:4][C:5]1[C:9]2[CH:10]=[CH:11][CH:12]=[C:13]([O:14][CH2:15][C:16]3[CH:21]=[CH:20][CH:19]=[CH:18][CH:17]=3)[C:8]=2[NH:7][CH:6]=1)C.[OH-].[Na+].[N+:24]([CH:27]([CH3:29])[CH3:28])([O-:26])=[O:25]. The catalyst is CCOCC. (2) The reactants are [CH3:1][CH:2]([CH3:32])[CH2:3][CH2:4][NH:5][C:6]([C:8]1[N:9]=[N:10][C:11]([N:14]2[CH2:19][CH2:18][N:17]([C:20](=[O:31])[C:21]3[CH:26]=[CH:25][CH:24]=[CH:23][C:22]=3[S:27](C)(=[O:29])=[O:28])[CH2:16][CH2:15]2)=[CH:12][CH:13]=1)=[O:7].C[Mg]Cl.C(B(CCCC)CCCC)CCC.C([O-])(=O)C.[Na+].[NH2:54]OS(O)(=O)=O. The catalyst is C1COCC1.C(OCC)(=O)C.O. The product is [CH3:1][CH:2]([CH3:32])[CH2:3][CH2:4][NH:5][C:6]([C:8]1[N:9]=[N:10][C:11]([N:14]2[CH2:19][CH2:18][N:17]([C:20](=[O:31])[C:21]3[CH:26]=[CH:25][CH:24]=[CH:23][C:22]=3[S:27](=[O:29])(=[O:28])[NH2:54])[CH2:16][CH2:15]2)=[CH:12][CH:13]=1)=[O:7]. The yield is 0.420.